This data is from Full USPTO retrosynthesis dataset with 1.9M reactions from patents (1976-2016). The task is: Predict the reactants needed to synthesize the given product. (1) Given the product [CH:1]1([CH2:6][O:7][C:8]2[N:13]=[C:12]([C:14]([N:30]3[CH2:35][CH2:34][CH2:33][CH2:32][CH2:31]3)=[O:16])[CH:11]=[N:10][C:9]=2[N:17]2[CH2:21][CH2:20][CH2:19][CH2:18]2)[CH2:2][CH2:3][CH2:4][CH2:5]1, predict the reactants needed to synthesize it. The reactants are: [CH:1]1([CH2:6][O:7][C:8]2[N:13]=[C:12]([C:14]([OH:16])=O)[CH:11]=[N:10][C:9]=2[N:17]2[CH2:21][CH2:20][CH2:19][CH2:18]2)[CH2:5][CH2:4][CH2:3][CH2:2]1.ClC(N(C)C)=C(C)C.[NH:30]1[CH2:35][CH2:34][CH2:33][CH2:32][CH2:31]1.C(OCC)(=O)C. (2) Given the product [Br:3][C:4]1[CH:13]=[C:12]2[C:7]([C:8]([CH3:15])([CH3:16])[CH2:9][C:10](=[O:14])[N:11]2[CH3:18])=[CH:6][C:5]=1[CH3:17], predict the reactants needed to synthesize it. The reactants are: [OH-].[K+].[Br:3][C:4]1[CH:13]=[C:12]2[C:7]([C:8]([CH3:16])([CH3:15])[CH2:9][C:10](=[O:14])[NH:11]2)=[CH:6][C:5]=1[CH3:17].[CH2:18](I)C.O.